This data is from Full USPTO retrosynthesis dataset with 1.9M reactions from patents (1976-2016). The task is: Predict the reactants needed to synthesize the given product. (1) Given the product [NH2:1][C:2]1[N:7]=[CH:6][C:5]([C:8]([N:10]=[S:11]([CH2:14][CH2:15][CH2:16][CH2:17][C:18]([O:20][CH3:21])=[O:19])([CH3:13])=[O:12])=[O:9])=[CH:4][C:3]=1[C:22]#[C:23][C:24]1[CH:29]=[CH:28][CH:27]=[C:26]([NH:30][C:36](=[O:37])[C:35]2[CH:39]=[CH:40][CH:41]=[C:33]([O:32][CH3:31])[CH:34]=2)[CH:25]=1, predict the reactants needed to synthesize it. The reactants are: [NH2:1][C:2]1[N:7]=[CH:6][C:5]([C:8]([N:10]=[S:11]([CH2:14][CH2:15][CH2:16][CH2:17][C:18]([O:20][CH3:21])=[O:19])([CH3:13])=[O:12])=[O:9])=[CH:4][C:3]=1[C:22]#[C:23][C:24]1[CH:29]=[CH:28][CH:27]=[C:26]([NH2:30])[CH:25]=1.[CH3:31][O:32][C:33]1[CH:34]=[C:35]([CH:39]=[CH:40][CH:41]=1)[C:36](O)=[O:37]. (2) Given the product [Cl:17][C:13]1[N:12]=[C:11]([NH:10][C@H:8]([C:5]2[CH:6]=[CH:7][C:2]([C:24]3[CH:25]=[N:26][CH:27]=[CH:28][CH:29]=3)=[CH:3][CH:4]=2)[CH3:9])[CH:16]=[N:15][CH:14]=1, predict the reactants needed to synthesize it. The reactants are: Br[C:2]1[CH:7]=[CH:6][C:5]([C@@H:8]([NH:10][C:11]2[CH:16]=[N:15][CH:14]=[C:13]([Cl:17])[N:12]=2)[CH3:9])=[CH:4][CH:3]=1.B1([C:24]2[CH:29]=[CH:28][CH:27]=[N:26][CH:25]=2)OCCCO1.C1(C)C=CC=CC=1.C(=O)([O-])[O-].[Na+].[Na+]. (3) Given the product [ClH:1].[CH2:24]([NH:31][C:2]1[C:7]([NH:8][C:9](=[O:17])[CH2:10][C:11]2[CH:16]=[CH:15][CH:14]=[CH:13][CH:12]=2)=[CH:6][N:5]=[C:4]([C:18]2[CH:23]=[CH:22][CH:21]=[CH:20][CH:19]=2)[N:3]=1)[C:25]1[CH:30]=[CH:29][CH:28]=[CH:27][CH:26]=1, predict the reactants needed to synthesize it. The reactants are: [Cl:1][C:2]1[C:7]([NH:8][C:9](=[O:17])[CH2:10][C:11]2[CH:16]=[CH:15][CH:14]=[CH:13][CH:12]=2)=[CH:6][N:5]=[C:4]([C:18]2[CH:23]=[CH:22][CH:21]=[CH:20][CH:19]=2)[N:3]=1.[CH2:24]([NH2:31])[C:25]1[CH:30]=[CH:29][CH:28]=[CH:27][CH:26]=1.C(N(CC)CC)C. (4) Given the product [C:1]([O:5][C:6]([N:8]1[CH2:13][CH2:12][CH:11]([O:14][C:19]2[CH:20]=[C:21]3[C:26](=[CH:27][C:18]=2[Br:17])[C:25](=[O:28])[N:24]([CH2:29][C:30]2[CH:31]=[CH:32][C:33]([O:36][CH3:37])=[CH:34][CH:35]=2)[CH:23]=[CH:22]3)[CH2:10][CH2:9]1)=[O:7])([CH3:4])([CH3:2])[CH3:3], predict the reactants needed to synthesize it. The reactants are: [C:1]([O:5][C:6]([N:8]1[CH2:13][CH2:12][CH:11]([OH:14])[CH2:10][CH2:9]1)=[O:7])([CH3:4])([CH3:3])[CH3:2].[H-].[Na+].[Br:17][C:18]1[CH:27]=[C:26]2[C:21]([CH:22]=[CH:23][N:24]([CH2:29][C:30]3[CH:35]=[CH:34][C:33]([O:36][CH3:37])=[CH:32][CH:31]=3)[C:25]2=[O:28])=[CH:20][C:19]=1F. (5) Given the product [CH3:15][C:13]1[N:14]=[C:3]2[C:2]([C:29]3[O:33][CH:32]=[N:31][CH:30]=3)=[CH:7][C:6]([C:8]([F:11])([F:10])[F:9])=[CH:5][N:4]2[C:12]=1[C:16]([O:18][CH2:19][CH3:20])=[O:17], predict the reactants needed to synthesize it. The reactants are: Cl[C:2]1[C:3]2[N:4]([C:12]([C:16]([O:18][CH2:19][CH3:20])=[O:17])=[C:13]([CH3:15])[N:14]=2)[CH:5]=[C:6]([C:8]([F:11])([F:10])[F:9])[CH:7]=1.CC1(C)C(C)(C)OB([C:29]2[O:33][C:32]([Si](C(C)C)(C(C)C)C(C)C)=[N:31][CH:30]=2)O1.C(=O)([O-])[O-].[K+].[K+]. (6) The reactants are: [NH2:1][C:2]1[N:11]=[C:10]([C:12]([N:14]2[CH2:22][C:21]3[C:16](=[CH:17][CH:18]=[CH:19][CH:20]=3)[CH2:15]2)=[O:13])[C:9]2[C:4](=[CH:5][CH:6]=[C:7]([C:23]3[CH:30]=[CH:29][C:28]([F:31])=[CH:27][C:24]=3[CH:25]=O)[CH:8]=2)[N:3]=1.[C:32]([NH2:36])([CH3:35])([CH3:34])[CH3:33].C(O)(=O)C.C(O[BH-](OC(=O)C)OC(=O)C)(=O)C.[Na+]. Given the product [NH2:1][C:2]1[N:11]=[C:10]([C:12]([N:14]2[CH2:22][C:21]3[C:16](=[CH:17][CH:18]=[CH:19][CH:20]=3)[CH2:15]2)=[O:13])[C:9]2[C:4](=[CH:5][CH:6]=[C:7]([C:23]3[CH:30]=[CH:29][C:28]([F:31])=[CH:27][C:24]=3[CH2:25][NH:36][C:32]([CH3:35])([CH3:34])[CH3:33])[CH:8]=2)[N:3]=1, predict the reactants needed to synthesize it. (7) The reactants are: [CH3:1][O:2][C:3](=[O:22])[CH2:4][NH:5][C:6]([C:8]1[C:13]([OH:14])=[CH:12][C:11](OS(C(F)(F)F)=O)=[CH:10][N:9]=1)=[O:7].[Cl:23][C:24]1[CH:25]=[C:26](B(O)O)[CH:27]=[CH:28][CH:29]=1.[O-]P([O-])([O-])=O.[K+].[K+].[K+]. Given the product [CH3:1][O:2][C:3](=[O:22])[CH2:4][NH:5][C:6]([C:8]1[C:13]([OH:14])=[CH:12][C:11]([C:28]2[CH:27]=[CH:26][CH:25]=[C:24]([Cl:23])[CH:29]=2)=[CH:10][N:9]=1)=[O:7], predict the reactants needed to synthesize it. (8) Given the product [CH:23]1([N:20]2[CH2:21][CH2:22][N:17]([C:15](=[O:16])[CH2:14][N:11]3[CH2:12][CH2:13][N:8]([C:5]4[N:4]=[N:3][C:2]([C:27]5[CH:32]=[CH:31][CH:30]=[CH:29][CH:28]=5)=[CH:7][CH:6]=4)[CH2:9][CH2:10]3)[CH2:18][CH2:19]2)[CH2:26][CH2:25][CH2:24]1, predict the reactants needed to synthesize it. The reactants are: Cl[C:2]1[N:3]=[N:4][C:5]([N:8]2[CH2:13][CH2:12][N:11]([CH2:14][C:15]([N:17]3[CH2:22][CH2:21][N:20]([CH:23]4[CH2:26][CH2:25][CH2:24]4)[CH2:19][CH2:18]3)=[O:16])[CH2:10][CH2:9]2)=[CH:6][CH:7]=1.[C:27]1(B(O)O)[CH:32]=[CH:31][CH:30]=[CH:29][CH:28]=1. (9) Given the product [CH3:6][C:7]1[CH:12]=[C:11]([CH3:13])[CH:10]=[CH:9][C:8]=1[CH:14]([C:19]#[N:20])[CH2:15][C:16](=[O:18])[CH3:17], predict the reactants needed to synthesize it. The reactants are: [Cl-].[NH4+].[C-]#N.[K+].[CH3:6][C:7]1[CH:12]=[C:11]([CH3:13])[CH:10]=[CH:9][C:8]=1/[CH:14]=[CH:15]/[C:16](=[O:18])[CH3:17].[CH3:19][N:20](C)C=O. (10) Given the product [CH:1]1([C:7]2[O:9][CH:34]=[N:33][C:35]=2[C:36]([O:38][CH3:39])=[O:37])[CH2:2][CH2:3][CH2:4][CH2:5][CH2:6]1, predict the reactants needed to synthesize it. The reactants are: [CH:1]1([C:7]([OH:9])=O)[CH2:6][CH2:5][CH2:4][CH2:3][CH2:2]1.C([O-])([O-])=O.[K+].[K+].C1(P(N=[N+]=[N-])(C2C=CC=CC=2)=O)C=CC=CC=1.[N+:33]([CH2:35][C:36]([O:38][CH3:39])=[O:37])#[C-:34].